This data is from Full USPTO retrosynthesis dataset with 1.9M reactions from patents (1976-2016). The task is: Predict the reactants needed to synthesize the given product. (1) Given the product [ClH:1].[C:25](=[O:26])([O:10][CH2:9][CH:8]([NH2:11])[C:4]1[CH:5]=[CH:6][CH:7]=[C:2]([Cl:1])[C:3]=1[F:19])[NH2:24], predict the reactants needed to synthesize it. The reactants are: [Cl:1][C:2]1[C:3]([F:19])=[C:4]([CH:8]([NH:11]C(=O)OC(C)(C)C)[CH2:9][OH:10])[CH:5]=[CH:6][CH:7]=1.ClS([N:24]=[C:25]=[O:26])(=O)=O.O.C(=O)([O-])O.[Na+]. (2) Given the product [O:8]1[CH2:9][CH2:10][CH2:11][O:6][CH:7]1[C:12]1[CH:17]=[CH:16][C:15]([C:18]2[S:19][C:20]3[CH:26]=[C:25]([C:27]([C:29]4[CH:34]=[CH:33][CH:32]=[CH:31][N:30]=4)=[CH2:1])[CH:24]=[CH:23][C:21]=3[N:22]=2)=[C:14]([F:35])[CH:13]=1, predict the reactants needed to synthesize it. The reactants are: [CH2:1]([Li])CCC.[O:6]1[CH2:11][CH2:10][CH2:9][O:8][CH:7]1[C:12]1[CH:17]=[CH:16][C:15]([C:18]2[S:19][C:20]3[CH:26]=[C:25]([C:27]([C:29]4[CH:34]=[CH:33][CH:32]=[CH:31][N:30]=4)=O)[CH:24]=[CH:23][C:21]=3[N:22]=2)=[C:14]([F:35])[CH:13]=1.